Dataset: CYP2C19 inhibition data for predicting drug metabolism from PubChem BioAssay. Task: Regression/Classification. Given a drug SMILES string, predict its absorption, distribution, metabolism, or excretion properties. Task type varies by dataset: regression for continuous measurements (e.g., permeability, clearance, half-life) or binary classification for categorical outcomes (e.g., BBB penetration, CYP inhibition). Dataset: cyp2c19_veith. (1) The drug is Cc1ccc(C2NC(c3ccc(C)cc3)C(C)C(=NO)C2C)cc1. The result is 1 (inhibitor). (2) The molecule is C=CCNS(=O)(=O)c1cccc2cc(C(=O)O)c(O)cc12. The result is 0 (non-inhibitor). (3) The compound is O=c1c(-c2cc(F)cc(F)c2)nc2cnc(N3CCOCC3)nc2n1-c1ccccc1. The result is 0 (non-inhibitor). (4) The molecule is Cc1ccc(NC(=O)N(Cc2ccco2)C(C)c2ccco2)cc1C. The result is 1 (inhibitor). (5) The drug is Cc1nc2c(n1C1CCCCC1)C(=O)c1ccccc1C2=O. The result is 1 (inhibitor). (6) The drug is CN1/C(=C\C(=O)COC(=O)Cn2nnc(-c3ccccc3)n2)C(C)(C)c2ccccc21. The result is 1 (inhibitor). (7) The drug is CCc1ccc(OCC(=O)NC(=S)Nc2ccc(C)cc2C)c(Br)c1. The result is 1 (inhibitor). (8) The molecule is COc1ccc(C(C(=O)NC2CCCC2)N(C(=O)c2snc(-c3ccc(F)cc3)c2N)c2ccc(F)cc2)cc1. The result is 0 (non-inhibitor). (9) The compound is Cc1ccc(C(=O)O)cc1N1C(=O)c2cccc3cc(Br)cc(c23)C1=O. The result is 1 (inhibitor).